Dataset: Reaction yield outcomes from USPTO patents with 853,638 reactions. Task: Predict the reaction yield, written as a fraction of the theoretical maximum amount of product (1.0 means a 100% yield; for example, 0.34 means a 34% yield). (1) The reactants are [NH2:1][C:2]1[N:7]2[C:8]3[N:22]=[CH:21][CH:20]=[CH:19][C:9]=3[C:10]([C:11]3[CH:16]=[CH:15][N:14]=[C:13]([S:17][CH3:18])[N:12]=3)=[C:6]2[CH:5]=[CH:4][N:3]=1.C(Cl)Cl.[O-:26]S([O-])(=S)=O.[Na+].[Na+].C([O-])([O-])=O.[Na+].[Na+]. No catalyst specified. The product is [NH2:1][C:2]1[N:7]2[C:8]3[N:22]=[CH:21][CH:20]=[CH:19][C:9]=3[C:10]([C:11]3[CH:16]=[CH:15][N:14]=[C:13]([S:17]([CH3:18])=[O:26])[N:12]=3)=[C:6]2[CH:5]=[CH:4][N:3]=1. The yield is 0.900. (2) The reactants are Br[CH2:2][C:3]1[C:11]([F:12])=[C:10]([C:13]2[CH:18]=[CH:17][CH:16]=[C:15]([Cl:19])[CH:14]=2)[C:6]2[N:7]=[CH:8][S:9][C:5]=2[CH:4]=1.[CH3:20][O:21][C:22]1[CH:27]=[CH:26][C:25](B(O)O)=[CH:24][N:23]=1.COCCOC. The catalyst is C1C=CC([P]([Pd]([P](C2C=CC=CC=2)(C2C=CC=CC=2)C2C=CC=CC=2)([P](C2C=CC=CC=2)(C2C=CC=CC=2)C2C=CC=CC=2)[P](C2C=CC=CC=2)(C2C=CC=CC=2)C2C=CC=CC=2)(C2C=CC=CC=2)C2C=CC=CC=2)=CC=1.C(O)C.O. The product is [ClH:19].[Cl:19][C:15]1[CH:14]=[C:13]([C:10]2[C:6]3[N:7]=[CH:8][S:9][C:5]=3[CH:4]=[C:3]([CH2:2][C:25]3[CH:24]=[N:23][C:22]([O:21][CH3:20])=[CH:27][CH:26]=3)[C:11]=2[F:12])[CH:18]=[CH:17][CH:16]=1. The yield is 0.560. (3) The reactants are [CH:1]1([N:5]2[C:13]3[C:8](=[CH:9][CH:10]=[C:11]([N:14]4[CH2:19][CH2:18][O:17][CH2:16][CH2:15]4)[CH:12]=3)[C:7]([C:20]#[N:21])=[CH:6]2)[CH2:4][CH2:3][CH2:2]1.C(OB(OC(C)C)OC(C)C)(C)C.[Li+].CC([N-]C(C)C)C.I[C:44]1[CH:50]=[CH:49][C:47]([NH2:48])=[CH:46][CH:45]=1.C([O-])([O-])=O.[K+].[K+]. The catalyst is C1COCC1.C1C=CC(P(C2C=CC=CC=2)[C-]2C=CC=C2)=CC=1.C1C=CC(P(C2C=CC=CC=2)[C-]2C=CC=C2)=CC=1.Cl[Pd]Cl.[Fe+2].CN(C=O)C. The product is [NH2:48][C:47]1[CH:49]=[CH:50][C:44]([C:6]2[N:5]([CH:1]3[CH2:2][CH2:3][CH2:4]3)[C:13]3[C:8]([C:7]=2[C:20]#[N:21])=[CH:9][CH:10]=[C:11]([N:14]2[CH2:15][CH2:16][O:17][CH2:18][CH2:19]2)[CH:12]=3)=[CH:45][CH:46]=1. The yield is 0.940. (4) The reactants are [Cl:1][C:2]1[CH:3]=[N:4][C:5]2[C:10]([CH:11]=1)=[CH:9][C:8]([CH2:12][C:13]1[CH:14]=[C:15]([CH:19]=[CH:20][N:21]=1)[C:16]([OH:18])=O)=[CH:7][CH:6]=2.Cl.[NH2:23][C:24]1[N:31]=[C:30]([CH3:32])[C:29]([CH2:33][NH2:34])=[CH:28][C:25]=1[C:26]#[N:27].CCN=C=NCCCN(C)C.C1C=CC2N(O)N=NC=2C=1. The catalyst is CN(C=O)C.O. The product is [NH2:23][C:24]1[N:31]=[C:30]([CH3:32])[C:29]([CH2:33][NH:34][C:16](=[O:18])[C:15]2[CH:19]=[CH:20][N:21]=[C:13]([CH2:12][C:8]3[CH:9]=[C:10]4[C:5](=[CH:6][CH:7]=3)[N:4]=[CH:3][C:2]([Cl:1])=[CH:11]4)[CH:14]=2)=[CH:28][C:25]=1[C:26]#[N:27]. The yield is 0.500. (5) The reactants are [C:1]([O:5][C:6]([N:8]1[CH2:13][CH2:12][C:11](=[O:14])[CH2:10][CH2:9]1)=[O:7])([CH3:4])([CH3:3])[CH3:2].CO[CH:17](OC)[N:18]([CH3:20])[CH3:19]. No catalyst specified. The product is [CH3:17][N:18](/[CH:20]=[C:12]1\[CH2:13][N:8]([C:6]([O:5][C:1]([CH3:4])([CH3:2])[CH3:3])=[O:7])[CH2:9][CH2:10][C:11]\1=[O:14])[CH3:19]. The yield is 1.07. (6) The reactants are [Br:1][C:2]1[CH:3]=[C:4]([CH:9]=[CH:10][C:11]=1[OH:12])[C:5]([O:7][CH3:8])=[O:6].C(=O)([O-])[O-].[K+].[K+].[CH2:19](Br)[C:20]1[CH:25]=[CH:24][CH:23]=[CH:22][CH:21]=1. The catalyst is C(#N)C. The product is [CH2:19]([O:12][C:11]1[CH:10]=[CH:9][C:4]([C:5]([O:7][CH3:8])=[O:6])=[CH:3][C:2]=1[Br:1])[C:20]1[CH:25]=[CH:24][CH:23]=[CH:22][CH:21]=1. The yield is 0.750.